From a dataset of Reaction yield outcomes from USPTO patents with 853,638 reactions. Predict the reaction yield, written as a fraction of the theoretical maximum amount of product (1.0 means a 100% yield; for example, 0.34 means a 34% yield). The reactants are [CH3:1][C:2]1[S:3][CH:4]=[CH:5][C:6]=1[CH:7]1[O:11][CH2:10][CH2:9][O:8]1.[Br:12]N1C(=O)CCC1=O. The catalyst is C(#N)C. The product is [Br:12][C:4]1[S:3][C:2]([CH3:1])=[C:6]([CH:7]2[O:11][CH2:10][CH2:9][O:8]2)[CH:5]=1. The yield is 0.640.